Task: Regression. Given a peptide amino acid sequence and an MHC pseudo amino acid sequence, predict their binding affinity value. This is MHC class I binding data.. Dataset: Peptide-MHC class I binding affinity with 185,985 pairs from IEDB/IMGT The peptide sequence is ETIEDYLGY. The MHC is HLA-A26:02 with pseudo-sequence HLA-A26:02. The binding affinity (normalized) is 1.00.